Dataset: Cav3 T-type calcium channel HTS with 100,875 compounds. Task: Binary Classification. Given a drug SMILES string, predict its activity (active/inactive) in a high-throughput screening assay against a specified biological target. (1) The molecule is Fc1cc(CNc2c([N+]([O-])=O)cc(C(NC(=O)Cc3c4c(ccc3)cccc4)CC(=O)N)cc2)ccc1F. The result is 0 (inactive). (2) The molecule is o1c2c3c(c4c(C(CCC4)(C)C)cc3)C(=O)C(=O)c2c(c1)C. The result is 0 (inactive). (3) The drug is O(CCCNCc1ccc(OC)cc1)CC. The result is 0 (inactive). (4) The drug is O=C1N(c2c(S(=O)CC1)cccc2)CC(O)=O. The result is 0 (inactive). (5) The molecule is O1C(C(=O)N(c2c1ccc(c2)C(=O)NC(C)(C)C)CC(OC(C)C)=O)(C)C. The result is 0 (inactive).